Dataset: CYP1A2 inhibition data for predicting drug metabolism from PubChem BioAssay. Task: Regression/Classification. Given a drug SMILES string, predict its absorption, distribution, metabolism, or excretion properties. Task type varies by dataset: regression for continuous measurements (e.g., permeability, clearance, half-life) or binary classification for categorical outcomes (e.g., BBB penetration, CYP inhibition). Dataset: cyp1a2_veith. The drug is CC#CCOC(=O)c1c(C)nc2sc3c(c2c1N)CC[C@@H](O)C3. The result is 1 (inhibitor).